From a dataset of Full USPTO retrosynthesis dataset with 1.9M reactions from patents (1976-2016). Predict the reactants needed to synthesize the given product. The reactants are: Br[C:2]1[CH:3]=[CH:4][C:5]2[N:6]([N:8]=[C:9]([C:11]([CH3:14])([CH3:13])[CH3:12])[CH:10]=2)[CH:7]=1.[C:15]1([C:21]#[CH:22])[CH:20]=[CH:19][CH:18]=[CH:17][CH:16]=1. Given the product [C:11]([C:9]1[CH:10]=[C:5]2[CH:4]=[CH:3][C:2]([C:22]#[C:21][C:15]3[CH:20]=[CH:19][CH:18]=[CH:17][CH:16]=3)=[CH:7][N:6]2[N:8]=1)([CH3:14])([CH3:13])[CH3:12], predict the reactants needed to synthesize it.